Predict which catalyst facilitates the given reaction. From a dataset of Catalyst prediction with 721,799 reactions and 888 catalyst types from USPTO. (1) Reactant: Cl.[Cl:2][C:3]1[CH:8]=[CH:7][N:6]=[CH:5][CH:4]=1.[CH2:9]([Mg]Br)[CH2:10][CH2:11][CH2:12][CH3:13].Cl[C:17]([O:19][C:20]1[CH:25]=[CH:24][CH:23]=[CH:22][CH:21]=1)=[O:18]. Product: [Cl:2][C:3]1[CH:8]=[CH:7][N:6]([C:17]([O:19][C:20]2[CH:25]=[CH:24][CH:23]=[CH:22][CH:21]=2)=[O:18])[CH:5]([CH2:9][CH2:10][CH2:11][CH2:12][CH3:13])[CH:4]=1. The catalyst class is: 1. (2) Reactant: Cl[C:2]1[C:11]2[C:6](=[CH:7][CH:8]=[CH:9][CH:10]=2)[C:5]([Cl:12])=[N:4][N:3]=1.[CH3:13][C@H:14]1[CH2:19][NH:18][C@H:17]([CH3:20])[CH2:16][NH:15]1. Product: [Cl:12][C:5]1[C:6]2[C:11](=[CH:10][CH:9]=[CH:8][CH:7]=2)[C:2]([N:15]2[CH2:16][C@@H:17]([CH3:20])[NH:18][CH2:19][C@@H:14]2[CH3:13])=[N:3][N:4]=1. The catalyst class is: 4. (3) Product: [C:1]([O:5][C:6]([N:8]1[CH2:13][CH2:12][CH:11]([O:14][C:15]2[CH:16]=[CH:17][C:18]([C:21](=[O:30])[CH:22]([CH3:29])[CH2:23][C:24]([OH:26])=[O:25])=[CH:19][CH:20]=2)[CH2:10][CH2:9]1)=[O:7])([CH3:4])([CH3:2])[CH3:3]. Reactant: [C:1]([O:5][C:6]([N:8]1[CH2:13][CH2:12][CH:11]([O:14][C:15]2[CH:20]=[CH:19][C:18]([C:21](=[O:30])[CH:22]([CH3:29])[CH2:23][C:24]([O:26]CC)=[O:25])=[CH:17][CH:16]=2)[CH2:10][CH2:9]1)=[O:7])([CH3:4])([CH3:3])[CH3:2].[OH-].[Na+]. The catalyst class is: 5. (4) Reactant: [OH:1][CH:2]1[CH2:7][CH2:6][O:5][CH2:4][CH2:3]1.Cl[C:9]1[C:18]2[C:13](=[CH:14][CH:15]=[C:16]([I:19])[CH:17]=2)[N:12]=[CH:11][C:10]=1[C:20]#[N:21].[H-].[K+]. Product: [I:19][C:16]1[CH:17]=[C:18]2[C:13](=[CH:14][CH:15]=1)[N:12]=[CH:11][C:10]([C:20]#[N:21])=[C:9]2[O:1][CH:2]1[CH2:7][CH2:6][O:5][CH2:4][CH2:3]1. The catalyst class is: 1. (5) Reactant: [C:1]([O:5][C:6]([NH:8][CH2:9][C:10]([OH:12])=O)=[O:7])([CH3:4])([CH3:3])[CH3:2].CCN=C=NCCCN(C)C.C1C=CC2N(O)N=NC=2C=1.[NH2:34][CH2:35][CH2:36][NH:37][C:38](=[O:64])[CH2:39][C@@H:40]1[N:46]=[C:45]([C:47]2[CH:52]=[CH:51][C:50]([Cl:53])=[CH:49][CH:48]=2)[C:44]2[CH:54]=[C:55]([O:58][CH3:59])[CH:56]=[CH:57][C:43]=2[N:42]2[C:60]([CH3:63])=[N:61][N:62]=[C:41]12. Product: [Cl:53][C:50]1[CH:51]=[CH:52][C:47]([C:45]2[C:44]3[CH:54]=[C:55]([O:58][CH3:59])[CH:56]=[CH:57][C:43]=3[N:42]3[C:60]([CH3:63])=[N:61][N:62]=[C:41]3[C@H:40]([CH2:39][C:38]([NH:37][CH2:36][CH2:35][NH:34][C:10](=[O:12])[CH2:9][NH:8][C:6](=[O:7])[O:5][C:1]([CH3:2])([CH3:3])[CH3:4])=[O:64])[N:46]=2)=[CH:48][CH:49]=1. The catalyst class is: 64. (6) The catalyst class is: 659. Reactant: I[C:2]1[C:10]2[C:5](=[N:6][CH:7]=[N:8][C:9]=2[NH2:11])[N:4]([CH:12]2[CH2:17][CH2:16][N:15]([CH3:18])[CH2:14][CH2:13]2)[N:3]=1.[CH3:19][C:20]1[CH:21]=[C:22]([CH3:45])[C:23]2[O:27][C:26]([NH:28][C:29]3[CH:34]=[CH:33][C:32](B4OC(C)(C)C(C)(C)O4)=[CH:31][CH:30]=3)=[N:25][C:24]=2[CH:44]=1.C(=O)([O-])[O-].[Na+].[Na+]. Product: [NH2:11][C:9]1[N:8]=[CH:7][N:6]=[C:5]2[N:4]([CH:12]3[CH2:17][CH2:16][N:15]([CH3:18])[CH2:14][CH2:13]3)[N:3]=[C:2]([C:32]3[CH:31]=[CH:30][C:29]([NH:28][C:26]4[O:27][C:23]5[C:22]([CH3:45])=[CH:21][C:20]([CH3:19])=[CH:44][C:24]=5[N:25]=4)=[CH:34][CH:33]=3)[C:10]=12. (7) Reactant: C(OC(=O)CC1(CC(O)=O)C2C=CC=CC=2NC(=O)CC1)(C)(C)C.C(N)C.[C:28]([O:32][C:33](=[O:51])[CH2:34][C@@H:35]1[C:41]2[CH:42]=[CH:43][CH:44]=[CH:45][C:40]=2[N:39]([CH2:46][C:47]([O-:49])=[O:48])[C:38](=[O:50])[CH2:37][CH2:36]1)([CH3:31])([CH3:30])[CH3:29].C([NH3+])C. Product: [C:28]([O:32][C:33](=[O:51])[CH2:34][C@@H:35]1[C:41]2[CH:42]=[CH:43][CH:44]=[CH:45][C:40]=2[N:39]([CH2:46][C:47]([OH:49])=[O:48])[C:38](=[O:50])[CH2:37][CH2:36]1)([CH3:31])([CH3:29])[CH3:30]. The catalyst class is: 27.